Task: Predict the product of the given reaction.. Dataset: Forward reaction prediction with 1.9M reactions from USPTO patents (1976-2016) (1) Given the reactants [C:1]([OH:8])(=O)[CH2:2][CH2:3][CH2:4][C:5]#[CH:6].C(N(CC)CC)C.CC(C)(C)C(Cl)=O.[Cl-].[Li+].[CH2:25]([C@H:32]1[CH2:36][O:35][C:34](=[O:37])[NH:33]1)[C:26]1[CH:31]=[CH:30][CH:29]=[CH:28][CH:27]=1, predict the reaction product. The product is: [CH2:25]([C@H:32]1[CH2:36][O:35][C:34](=[O:37])[N:33]1[C:1](=[O:8])[CH2:2][CH2:3][CH2:4][C:5]#[CH:6])[C:26]1[CH:27]=[CH:28][CH:29]=[CH:30][CH:31]=1. (2) Given the reactants [Br:1][C:2]1[CH:3]=[C:4]([NH:8][C:9]([N:15]2[CH2:20][CH2:19][N:18]([C:21]3[C:22]4[C:29]([CH3:30])=[CH:28][NH:27][C:23]=4[N:24]=[CH:25][N:26]=3)[CH2:17][C@@H:16]2[CH3:31])=[N:10][S:11](=[O:14])(=[O:13])[NH2:12])[CH:5]=[CH:6][CH:7]=1.CO[CH:34](OC)[N:35]([CH3:37])[CH3:36], predict the reaction product. The product is: [Br:1][C:2]1[CH:3]=[C:4]([NH:8][C:9]([N:15]2[CH2:20][CH2:19][N:18]([C:21]3[C:22]4[C:29]([CH3:30])=[CH:28][NH:27][C:23]=4[N:24]=[CH:25][N:26]=3)[CH2:17][C@@H:16]2[CH3:31])=[N:10][S:11](=[O:14])(=[O:13])[N:12]=[CH:34][N:35]([CH3:37])[CH3:36])[CH:5]=[CH:6][CH:7]=1. (3) The product is: [Br:11][CH2:9][C:8]([C:3]1[CH:4]=[CH:5][CH:6]=[CH:7][C:2]=1[CH3:1])=[O:10]. Given the reactants [CH3:1][C:2]1[CH:7]=[CH:6][CH:5]=[CH:4][C:3]=1[C:8](=[O:10])[CH3:9].[Br:11]Br, predict the reaction product. (4) Given the reactants [C:1]([O:4][C@@H:5]1[C@H:9]([O:10][C:11](=[O:13])[CH3:12])[C@@H:8]([CH2:14][O:15][C:16](=[O:18])[CH3:17])[O:7][C@H:6]1[N:19]1[CH:27]=[N:26][C:25]2[C:20]1=[N:21][CH:22]=[N:23][C:24]=2Cl)(=[O:3])[CH3:2].[S:29]1[CH:33]=[CH:32][C:31](B(O)O)=[CH:30]1.C(=O)([O-])[O-].[K+].[K+], predict the reaction product. The product is: [C:1]([O:4][C@@H:5]1[C@H:9]([O:10][C:11](=[O:13])[CH3:12])[C@@H:8]([CH2:14][O:15][C:16](=[O:18])[CH3:17])[O:7][C@H:6]1[N:19]1[CH:27]=[N:26][C:25]2[C:20]1=[N:21][CH:22]=[N:23][C:24]=2[C:31]1[CH:32]=[CH:33][S:29][CH:30]=1)(=[O:3])[CH3:2]. (5) Given the reactants [I:1][C:2]1[C:7]([CH3:8])=[CH:6][C:5]([C:9]2[CH:14]=[CH:13][NH:12][C:11](=[O:15])[N:10]=2)=[CH:4][C:3]=1[CH3:16].CI.[C:19]([O-])([O-])=O.[K+].[K+], predict the reaction product. The product is: [I:1][C:2]1[C:3]([CH3:16])=[CH:4][C:5]([C:9]2[CH:14]=[CH:13][N:12]([CH3:19])[C:11](=[O:15])[N:10]=2)=[CH:6][C:7]=1[CH3:8]. (6) Given the reactants Br[C:2]1[C:3]2[N:4]([N:17]=[CH:18][N:19]=2)[CH:5]=[C:6]([C:8]2[CH:9]=[C:10]([CH:14]=[CH:15][CH:16]=2)[C:11]([NH2:13])=[O:12])[CH:7]=1.[N:20]1([C:28]2[N:33]=[C:32]([NH2:34])[CH:31]=[CH:30][CH:29]=2)[CH2:24][CH2:23][C@@H:22]2[CH2:25][CH2:26][CH2:27][C@H:21]12.C1C=CC(P(C2C(C3C(P(C4C=CC=CC=4)C4C=CC=CC=4)=CC=C4C=3C=CC=C4)=C3C(C=CC=C3)=CC=2)C2C=CC=CC=2)=CC=1.C([O-])([O-])=O.[Cs+].[Cs+], predict the reaction product. The product is: [N:20]1([C:28]2[N:33]=[C:32]([NH:34][C:2]3[C:3]4[N:4]([N:17]=[CH:18][N:19]=4)[CH:5]=[C:6]([C:8]4[CH:9]=[C:10]([CH:14]=[CH:15][CH:16]=4)[C:11]([NH2:13])=[O:12])[CH:7]=3)[CH:31]=[CH:30][CH:29]=2)[CH2:24][CH2:23][C@@H:22]2[CH2:25][CH2:26][CH2:27][C@H:21]12.